This data is from CYP2C19 inhibition data for predicting drug metabolism from PubChem BioAssay. The task is: Regression/Classification. Given a drug SMILES string, predict its absorption, distribution, metabolism, or excretion properties. Task type varies by dataset: regression for continuous measurements (e.g., permeability, clearance, half-life) or binary classification for categorical outcomes (e.g., BBB penetration, CYP inhibition). Dataset: cyp2c19_veith. (1) The compound is NC(Cc1ccccc1)(C(=O)O)C(=O)O. The result is 0 (non-inhibitor). (2) The molecule is CC1(C)S[C@@H]2[C@H](NC(=O)[C@@H](N)c3ccccc3)C(=O)N2[C@H]1C(=O)O[C@H]1OC(=O)c2ccccc21. The result is 0 (non-inhibitor). (3) The molecule is COc1ccc(C(=O)NCC(=O)OCc2cccc(Br)c2)cc1. The result is 1 (inhibitor). (4) The molecule is CC1(C)Cc2c(ccc3ccccc23)C(=O)N1. The result is 1 (inhibitor). (5) The compound is CCCCCCCCCCCCCCCCCCc1ccc(C(=O)/C=C\C(=O)O)cc1. The result is 0 (non-inhibitor).